From a dataset of Full USPTO retrosynthesis dataset with 1.9M reactions from patents (1976-2016). Predict the reactants needed to synthesize the given product. (1) Given the product [C:1]([O:4][CH2:5][CH:6]([C@@H:8]1[CH2:12][CH2:11][CH2:10][N:9]1[C:13]([O:15][C:16]([CH3:19])([CH3:18])[CH3:17])=[O:14])[OH:7])(=[O:3])[CH3:2], predict the reactants needed to synthesize it. The reactants are: [C:1]([O:4][CH:5](SC)[C:6]([C@@H:8]1[CH2:12][CH2:11][CH2:10][N:9]1[C:13]([O:15][C:16]([CH3:19])([CH3:18])[CH3:17])=[O:14])=[O:7])(=[O:3])[CH3:2].CCO.[BH4-].[Na+].Cl. (2) The reactants are: [H-].[Na+].[NH:3]1[C:11]2[C:6](=[CH:7][CH:8]=[CH:9][CH:10]=2)[C:5](=[O:12])[C:4]1=[O:13].Br[CH2:15][C:16]1[CH:21]=[CH:20][CH:19]=[CH:18][C:17]=1[Cl:22]. Given the product [Cl:22][C:17]1[CH:18]=[CH:19][CH:20]=[CH:21][C:16]=1[CH2:15][N:3]1[C:11]2[C:6](=[CH:7][CH:8]=[CH:9][CH:10]=2)[C:5](=[O:12])[C:4]1=[O:13], predict the reactants needed to synthesize it.